This data is from Full USPTO retrosynthesis dataset with 1.9M reactions from patents (1976-2016). The task is: Predict the reactants needed to synthesize the given product. (1) Given the product [Cl:1][C:2]1[CH:3]=[C:4]([C:9]2[CH:21]=[CH:20][C:12]([C:13]([NH:15][S:16]([CH3:19])(=[O:18])=[O:17])=[O:14])=[CH:11][C:10]=2[O:22][CH3:23])[CH:5]=[N:6][C:7]=1[O:38][CH2:37][C:34]1[CH:35]=[CH:36][C:31]([Cl:30])=[CH:32][CH:33]=1, predict the reactants needed to synthesize it. The reactants are: [Cl:1][C:2]1[CH:3]=[C:4]([C:9]2[CH:21]=[CH:20][C:12]([C:13]([NH:15][S:16]([CH3:19])(=[O:18])=[O:17])=[O:14])=[CH:11][C:10]=2[O:22][CH3:23])[CH:5]=[N:6][C:7]=1F.C([O-])([O-])=O.[Cs+].[Cs+].[Cl:30][C:31]1[CH:36]=[CH:35][C:34]([CH2:37][OH:38])=[CH:33][CH:32]=1. (2) Given the product [C:1]([C:5]1[N:6]=[C:7]([N:16]2[CH2:20][CH2:19][C:18]([F:21])([F:22])[CH2:17]2)[C:8]2[C:9](=[N:11][N:12]([CH2:14][C:15]3[C:46]([C:69]([F:70])([F:72])[F:71])=[N:47][N:48]([C:50]([C:57]4[CH:58]=[CH:59][CH:60]=[CH:61][CH:62]=4)([C:63]4[CH:68]=[CH:67][CH:66]=[CH:65][CH:64]=4)[C:51]4[CH:52]=[CH:53][CH:54]=[CH:55][CH:56]=4)[CH:49]=3)[N:13]=2)[N:10]=1)([CH3:2])([CH3:3])[CH3:4], predict the reactants needed to synthesize it. The reactants are: [C:1]([C:5]1[N:6]=[C:7]([N:16]2[CH2:20][CH2:19][C:18]([F:22])([F:21])[CH2:17]2)[C:8]2[C:9](=[N:11][N:12]([CH2:14][CH3:15])[N:13]=2)[N:10]=1)([CH3:4])([CH3:3])[CH3:2].C(C1N=C(N2CCC(F)(F)C2)C2N=NNC=2N=1)(C)(C)C.BrCC1[C:46]([C:69]([F:72])([F:71])[F:70])=[N:47][N:48]([C:50]([C:63]2[CH:68]=[CH:67][CH:66]=[CH:65][CH:64]=2)([C:57]2[CH:62]=[CH:61][CH:60]=[CH:59][CH:58]=2)[C:51]2[CH:56]=[CH:55][CH:54]=[CH:53][CH:52]=2)[CH:49]=1. (3) Given the product [C:44]([O:48][C:49]([N:51]1[CH2:56][CH2:55][CH2:54][CH2:53][C@H:52]1[CH2:57][NH:58][C:10]([C:9]1[N:8]2[C:4]([S:5][CH:6]=[CH:7]2)=[N:3][C:2]=1[CH3:1])=[O:12])=[O:50])([CH3:47])([CH3:46])[CH3:45], predict the reactants needed to synthesize it. The reactants are: [CH3:1][C:2]1[N:3]=[C:4]2[N:8]([C:9]=1[C:10]([OH:12])=O)[CH:7]=[CH:6][S:5]2.CN(C(ON1N=NC2C=CC=CC1=2)=[N+](C)C)C.[B-](F)(F)(F)F.CCN(C(C)C)C(C)C.[C:44]([O:48][C:49]([N:51]1[CH2:56][CH2:55][CH2:54][CH2:53][C@H:52]1[CH2:57][NH2:58])=[O:50])([CH3:47])([CH3:46])[CH3:45]. (4) Given the product [Cl:11][C:8]1[CH:7]=[CH:6][C:5]([C:3](=[O:4])/[C:2](=[N:17]/[OH:16])/[CH3:1])=[CH:10][CH:9]=1, predict the reactants needed to synthesize it. The reactants are: [CH3:1][CH2:2][C:3]([C:5]1[CH:10]=[CH:9][C:8]([Cl:11])=[CH:7][CH:6]=1)=[O:4].C([O:16][N:17]=O)(C)(C)C.O1CCCC1.Cl.C(=O)([O-])[O-].[Na+].[Na+].CC1CCCCC1. (5) The reactants are: [Br:1][C:2]1[CH:20]=[CH:19][C:5]2[C:6]([NH:16][CH2:17][CH3:18])=[N:7][C:8]3[C:9](I)=[CH:10][NH:11][C:12](=[O:14])[C:13]=3[C:4]=2[CH:3]=1.[C:21]([NH2:25])(=[O:24])[C:22]#[CH:23].C(N(CC)CC)C. Given the product [Br:1][C:2]1[CH:20]=[CH:19][C:5]2[C:6]([NH:16][CH2:17][CH3:18])=[N:7][C:8]3[C:9]([C:23]#[C:22][C:21]([NH2:25])=[O:24])=[CH:10][NH:11][C:12](=[O:14])[C:13]=3[C:4]=2[CH:3]=1, predict the reactants needed to synthesize it. (6) Given the product [C:11]([O:15][C:16]([N:18]1[CH2:23][CH2:22][N:21]([C:24]2[CH:25]=[CH:26][C:27]([NH:30][C:31]([NH:10][C:7]3[S:8][CH:9]=[C:5]([C:1]([CH3:4])([CH3:3])[CH3:2])[N:6]=3)=[O:32])=[CH:28][CH:29]=2)[CH2:20][CH2:19]1)=[O:17])([CH3:14])([CH3:12])[CH3:13], predict the reactants needed to synthesize it. The reactants are: [C:1]([C:5]1[N:6]=[C:7]([NH2:10])[S:8][CH:9]=1)([CH3:4])([CH3:3])[CH3:2].[C:11]([O:15][C:16]([N:18]1[CH2:23][CH2:22][N:21]([C:24]2[CH:29]=[CH:28][C:27]([NH:30][C:31](OC3C=CC([N+]([O-])=O)=CC=3)=[O:32])=[CH:26][CH:25]=2)[CH2:20][CH2:19]1)=[O:17])([CH3:14])([CH3:13])[CH3:12]. (7) Given the product [Cl:24][C:21]1[CH:20]=[CH:19][C:18]([C:12]2[C:11]3[CH2:10][CH2:9][NH:8][CH2:17][CH2:16][C:15]=3[N:14]([CH:26]3[CH2:31][CH2:30][CH2:29][CH2:28][CH2:27]3)[N:13]=2)=[CH:23][CH:22]=1, predict the reactants needed to synthesize it. The reactants are: C(OC([N:8]1[CH2:17][CH2:16][C:15]2[NH:14][N:13]=[C:12]([C:18]3[CH:23]=[CH:22][C:21]([Cl:24])=[CH:20][CH:19]=3)[C:11]=2[CH2:10][CH2:9]1)=O)(C)(C)C.Br[CH:26]1[CH2:31][CH2:30][CH2:29][CH2:28][CH2:27]1.